Predict the reactants needed to synthesize the given product. From a dataset of Full USPTO retrosynthesis dataset with 1.9M reactions from patents (1976-2016). Given the product [Cl:1][C:2]1[C:3]([C:32]2[C:40]3[C:35](=[CH:36][CH:37]=[CH:38][CH:39]=3)[NH:34][CH:33]=2)=[N:4][C:5]([NH:8][CH2:9][C:10]([CH3:31])([CH3:30])[CH2:11][NH:12][C:13](=[O:29])[C:14]2[CH:19]=[CH:18][C:17]([NH:20][C:21](=[O:28])/[CH:22]=[CH:23]/[CH2:24][OH:51])=[CH:16][CH:15]=2)=[N:6][CH:7]=1, predict the reactants needed to synthesize it. The reactants are: [Cl:1][C:2]1[C:3]([C:32]2[C:40]3[C:35](=[CH:36][CH:37]=[CH:38][CH:39]=3)[N:34](S(C3C=CC=CC=3)(=O)=O)[CH:33]=2)=[N:4][C:5]([NH:8][CH2:9][C:10]([CH3:31])([CH3:30])[CH2:11][NH:12][C:13](=[O:29])[C:14]2[CH:19]=[CH:18][C:17]([NH:20][C:21](=[O:28])/[CH:22]=[CH:23]/[CH2:24]N(C)C)=[CH:16][CH:15]=2)=[N:6][CH:7]=1.C(O)=[O:51].